From a dataset of Peptide-MHC class I binding affinity with 185,985 pairs from IEDB/IMGT. Regression. Given a peptide amino acid sequence and an MHC pseudo amino acid sequence, predict their binding affinity value. This is MHC class I binding data. (1) The peptide sequence is IVLPEKDSW. The MHC is HLA-B40:01 with pseudo-sequence HLA-B40:01. The binding affinity (normalized) is 0. (2) The peptide sequence is MSNEGSYFF. The MHC is HLA-C15:02 with pseudo-sequence HLA-C15:02. The binding affinity (normalized) is 0.627. (3) The peptide sequence is KEAYCQEFSL. The MHC is HLA-B40:02 with pseudo-sequence HLA-B40:02. The binding affinity (normalized) is 0.790. (4) The binding affinity (normalized) is 0.189. The peptide sequence is KFGNSINVK. The MHC is HLA-A11:01 with pseudo-sequence HLA-A11:01. (5) The peptide sequence is IVAQGIAAL. The MHC is HLA-B58:01 with pseudo-sequence HLA-B58:01. The binding affinity (normalized) is 0.0847. (6) The peptide sequence is KVGVYKMHK. The MHC is HLA-B58:01 with pseudo-sequence HLA-B58:01. The binding affinity (normalized) is 0.0847. (7) The peptide sequence is TPQVPLRPM. The MHC is HLA-A68:02 with pseudo-sequence HLA-A68:02. The binding affinity (normalized) is 0.